From a dataset of NCI-60 drug combinations with 297,098 pairs across 59 cell lines. Regression. Given two drug SMILES strings and cell line genomic features, predict the synergy score measuring deviation from expected non-interaction effect. Drug 1: CC12CCC3C(C1CCC2=O)CC(=C)C4=CC(=O)C=CC34C. Drug 2: COC1=NC(=NC2=C1N=CN2C3C(C(C(O3)CO)O)O)N. Cell line: SF-268. Synergy scores: CSS=41.8, Synergy_ZIP=8.19, Synergy_Bliss=10.4, Synergy_Loewe=5.19, Synergy_HSA=6.94.